This data is from Aqueous solubility values for 9,982 compounds from the AqSolDB database. The task is: Regression/Classification. Given a drug SMILES string, predict its absorption, distribution, metabolism, or excretion properties. Task type varies by dataset: regression for continuous measurements (e.g., permeability, clearance, half-life) or binary classification for categorical outcomes (e.g., BBB penetration, CYP inhibition). For this dataset (solubility_aqsoldb), we predict Y. (1) The compound is CC1(C)COC(=O)C2CC=CCC2C(=O)OC1. The Y is -3.00 log mol/L. (2) The drug is CN1CCCCC1. The Y is 0.230 log mol/L. (3) The drug is CC(C)CCCCCCOC(=O)c1ccccc1C(=O)OCCCCCCC(C)C. The Y is -6.62 log mol/L. (4) The compound is Nc1ccc(S(N)(=O)=O)cc1. The Y is -1.34 log mol/L. (5) The drug is COC1=CC=C2[C@H]3Cc4ccc(OC)c5c4[C@@]2(CCN3C)[C@H]1O5. The Y is -2.66 log mol/L. (6) The molecule is CCN(C(=O)CNC)C1CC(C)S(=O)(=O)c2sc(S(N)(=O)=O)cc21. The Y is -1.21 log mol/L. (7) The molecule is S=c1[nH]c2cncnc2[nH]1. The Y is -2.52 log mol/L. (8) The molecule is NS(=O)(=O)c1cc2c(cc1C(F)(F)F)NC=NS2(=O)=O. The Y is -0.819 log mol/L. (9) The drug is Cc1cc(Cl)cc(C)c1O. The Y is -1.68 log mol/L. (10) The drug is CCCCN(CCN(CCCC)C(=O)N1CCOCC1)C(=O)N1CCOCC1. The Y is 0.0985 log mol/L.